From a dataset of Forward reaction prediction with 1.9M reactions from USPTO patents (1976-2016). Predict the product of the given reaction. (1) Given the reactants [CH2:1]([O:8][C:9]1[CH:14]=[CH:13][NH:12][C:11](=[O:15])[CH:10]=1)[C:2]1[CH:7]=[CH:6][CH:5]=[CH:4][CH:3]=1.Br[C:17]1[CH:18]=[CH:19][C:20]2[N:24]=[C:23]([CH3:25])[N:22]([CH3:26])[C:21]=2[CH:27]=1.CNCCNC.C(=O)([O-])[O-].[K+].[K+].N, predict the reaction product. The product is: [CH2:1]([O:8][C:9]1[CH:14]=[CH:13][N:12]([C:17]2[CH:18]=[CH:19][C:20]3[N:24]=[C:23]([CH3:25])[N:22]([CH3:26])[C:21]=3[CH:27]=2)[C:11](=[O:15])[CH:10]=1)[C:2]1[CH:3]=[CH:4][CH:5]=[CH:6][CH:7]=1. (2) Given the reactants [Li+].[BH4-].C1COCC1.[N:8]1([CH2:14][CH2:15][O:16][C:17]2[CH:24]=[CH:23][C:20]([CH:21]=[O:22])=[CH:19][CH:18]=2)[CH2:13][CH2:12][O:11][CH2:10][CH2:9]1, predict the reaction product. The product is: [N:8]1([CH2:14][CH2:15][O:16][C:17]2[CH:24]=[CH:23][C:20]([CH2:21][OH:22])=[CH:19][CH:18]=2)[CH2:9][CH2:10][O:11][CH2:12][CH2:13]1. (3) Given the reactants [CH2:1]([P:5]([CH2:10][CH2:11][CH2:12][CH3:13])[CH2:6][CH2:7][CH2:8][CH3:9])[CH2:2][CH2:3][CH3:4].Br[CH2:15][C:16]([O:18][CH3:19])=[O:17], predict the reaction product. The product is: [CH2:10]([P:5]([CH2:1][CH2:2][CH2:3][CH3:4])([CH2:6][CH2:7][CH2:8][CH3:9])=[CH:15][C:16]([O:18][CH3:19])=[O:17])[CH2:11][CH2:12][CH3:13]. (4) Given the reactants [CH2:1]([Mg]Br)[CH:2]=[CH2:3].[C:6]1([CH2:12][O:13][CH2:14][C@H:15]2[O:17][C@H:16]2[CH2:18][OH:19])[CH:11]=[CH:10][CH:9]=[CH:8][CH:7]=1, predict the reaction product. The product is: [C:6]1([CH2:12][O:13][CH2:14][C@@H:15]([OH:17])[C@H:16]([CH2:3][CH:2]=[CH2:1])[CH2:18][OH:19])[CH:11]=[CH:10][CH:9]=[CH:8][CH:7]=1. (5) Given the reactants [CH:1]1([N:7]2[CH2:13][C:12]([F:15])([F:14])[C:11](=[O:16])[N:10]([CH3:17])[C:9]3[CH:18]=[N:19][C:20]([NH:22][C:23]4[CH:31]=[CH:30][C:26]([C:27](O)=[O:28])=[CH:25][C:24]=4[O:32][CH3:33])=[N:21][C:8]2=3)[CH2:6][CH2:5][CH2:4][CH2:3][CH2:2]1.C[N:35](C(ON1N=NC2C=CC=NC1=2)=[N+](C)C)C.F[P-](F)(F)(F)(F)F.[Cl-].[NH4+], predict the reaction product. The product is: [CH:1]1([N:7]2[CH2:13][C:12]([F:14])([F:15])[C:11](=[O:16])[N:10]([CH3:17])[C:9]3[CH:18]=[N:19][C:20]([NH:22][C:23]4[CH:31]=[CH:30][C:26]([C:27]([NH2:35])=[O:28])=[CH:25][C:24]=4[O:32][CH3:33])=[N:21][C:8]2=3)[CH2:6][CH2:5][CH2:4][CH2:3][CH2:2]1. (6) Given the reactants [Cl:1][C:2]1[N:7]=[C:6](Cl)[C:5]([N+:9]([O-:11])=[O:10])=[CH:4][N:3]=1.[CH3:12][O:13][CH2:14][CH2:15][O:16][C:17]1[CH:22]=[CH:21][C:20]([NH2:23])=[CH:19][CH:18]=1.C(N(CC)CC)C, predict the reaction product. The product is: [Cl:1][C:2]1[N:7]=[C:6]([NH:23][C:20]2[CH:19]=[CH:18][C:17]([O:16][CH2:15][CH2:14][O:13][CH3:12])=[CH:22][CH:21]=2)[C:5]([N+:9]([O-:11])=[O:10])=[CH:4][N:3]=1.